Dataset: Catalyst prediction with 721,799 reactions and 888 catalyst types from USPTO. Task: Predict which catalyst facilitates the given reaction. (1) Reactant: C([O:3][C:4]([C:6]1[S:10][C:9]2[CH:11]=[CH:12][CH:13]=[C:14]([N:15]3[CH2:20][CH2:19][N:18]([C:21]([O:23][C:24]([CH3:27])([CH3:26])[CH3:25])=[O:22])[CH2:17][CH2:16]3)[C:8]=2[CH:7]=1)=[O:5])C.O1CCOCC1.[OH-].[Na+].O. Product: [C:24]([O:23][C:21]([N:18]1[CH2:17][CH2:16][N:15]([C:14]2[C:8]3[CH:7]=[C:6]([C:4]([OH:5])=[O:3])[S:10][C:9]=3[CH:11]=[CH:12][CH:13]=2)[CH2:20][CH2:19]1)=[O:22])([CH3:27])([CH3:25])[CH3:26]. The catalyst class is: 13. (2) The catalyst class is: 8. Reactant: [Cl:1][C:2]1[CH:7]=[CH:6][C:5]([C:8]2[N:12](S(C3C=CC(C)=CC=3)(=O)=O)[N:11]=[C:10]([CH:23]3[CH2:28][CH2:27][N:26]([C:29](=[O:31])[CH3:30])[CH2:25][CH2:24]3)[C:9]=2[C:32]2[CH:37]=[CH:36][N:35]=[CH:34][N:33]=2)=[CH:4][CH:3]=1.C(=O)([O-])[O-].[K+].[K+]. Product: [C:29]([N:26]1[CH2:25][CH2:24][CH:23]([C:10]2[C:9]([C:32]3[CH:37]=[CH:36][N:35]=[CH:34][N:33]=3)=[C:8]([C:5]3[CH:4]=[CH:3][C:2]([Cl:1])=[CH:7][CH:6]=3)[NH:12][N:11]=2)[CH2:28][CH2:27]1)(=[O:31])[CH3:30].